Dataset: Full USPTO retrosynthesis dataset with 1.9M reactions from patents (1976-2016). Task: Predict the reactants needed to synthesize the given product. (1) Given the product [F:4][C:3]([F:6])([F:5])[C:1]([OH:7])=[O:2].[CH3:8][O:9][C:10](=[O:29])[C@H:11]([CH:26]([CH3:27])[CH3:28])[NH:12][C:13](=[O:25])[C:14]([CH3:24])([CH3:23])[NH2:15], predict the reactants needed to synthesize it. The reactants are: [C:1]([OH:7])([C:3]([F:6])([F:5])[F:4])=[O:2].[CH3:8][O:9][C:10](=[O:29])[C@H:11]([CH:26]([CH3:28])[CH3:27])[NH:12][C:13](=[O:25])[C:14]([CH3:24])([CH3:23])[NH:15]C(OC(C)(C)C)=O. (2) Given the product [Cl:1][C:2]1[C:3]([O:12][C:13]2[CH:18]=[C:17]([O:19][CH2:20][CH2:21][O:22][CH3:23])[CH:16]=[CH:15][C:14]=2[CH:24]([CH3:29])[CH2:25][C:26]([NH:38][S:35]([CH2:30][CH2:31][CH2:32][CH2:33][CH3:34])(=[O:37])=[O:36])=[O:28])=[N:4][CH:5]=[C:6]([C:8]([F:10])([F:11])[F:9])[CH:7]=1, predict the reactants needed to synthesize it. The reactants are: [Cl:1][C:2]1[C:3]([O:12][C:13]2[CH:18]=[C:17]([O:19][CH2:20][CH2:21][O:22][CH3:23])[CH:16]=[CH:15][C:14]=2[CH:24]([CH3:29])[CH2:25][C:26]([OH:28])=O)=[N:4][CH:5]=[C:6]([C:8]([F:11])([F:10])[F:9])[CH:7]=1.[CH2:30]([S:35]([NH2:38])(=[O:37])=[O:36])[CH2:31][CH2:32][CH2:33][CH3:34].N12CCCN=C1CCCCC2. (3) Given the product [CH3:34][N:27]([C:5]1[CH:6]=[C:7]([C:10]2[CH2:14][C:13]([C:19]3[CH:20]=[C:21]([Cl:26])[CH:22]=[C:23]([Cl:25])[CH:24]=3)([C:15]([F:18])([F:16])[F:17])[O:12][N:11]=2)[CH:8]=[CH:9][C:4]=1[Cl:3])[C:28](=[O:33])[C:29]([F:32])([F:31])[F:30], predict the reactants needed to synthesize it. The reactants are: [H-].[Na+].[Cl:3][C:4]1[CH:9]=[CH:8][C:7]([C:10]2[CH2:14][C:13]([C:19]3[CH:24]=[C:23]([Cl:25])[CH:22]=[C:21]([Cl:26])[CH:20]=3)([C:15]([F:18])([F:17])[F:16])[O:12][N:11]=2)=[CH:6][C:5]=1[NH:27][C:28](=[O:33])[C:29]([F:32])([F:31])[F:30].[CH3:34]I.Cl. (4) Given the product [Cl:21][C:5]1[C:6]([NH:8][C:9]2[CH:14]=[CH:13][CH:12]=[CH:11][C:10]=2[S:15]([N:18]([CH3:20])[CH3:19])(=[O:17])=[O:16])=[N:7][C:2]([NH:22][C:23]2[C:36]([O:37][CH3:38])=[CH:35][C:26]3[CH2:27][CH2:28][N:29]([CH2:32][CH2:33][OH:34])[CH2:30][CH2:31][C:25]=3[CH:24]=2)=[N:3][CH:4]=1, predict the reactants needed to synthesize it. The reactants are: Cl[C:2]1[N:7]=[C:6]([NH:8][C:9]2[CH:14]=[CH:13][CH:12]=[CH:11][C:10]=2[S:15]([N:18]([CH3:20])[CH3:19])(=[O:17])=[O:16])[C:5]([Cl:21])=[CH:4][N:3]=1.[NH2:22][C:23]1[C:36]([O:37][CH3:38])=[CH:35][C:26]2[CH2:27][CH2:28][N:29]([CH2:32][CH2:33][OH:34])[CH2:30][CH2:31][C:25]=2[CH:24]=1. (5) Given the product [CH2:19]([O:7][C:1]1[CH:6]=[CH:5][CH:4]=[CH:3][CH:2]=1)[CH2:18][CH2:17][CH2:16][CH2:15][CH2:14][CH2:13][CH2:12][CH2:11][CH2:10][CH2:9][CH3:8], predict the reactants needed to synthesize it. The reactants are: [C:1]1([OH:7])[CH:6]=[CH:5][CH:4]=[CH:3][CH:2]=1.[CH2:8](Br)[CH2:9][CH2:10][CH2:11][CH2:12][CH2:13][CH2:14][CH2:15][CH2:16][CH2:17][CH2:18][CH3:19].C(=O)([O-])[O-].[K+].[K+]. (6) Given the product [OH:9][CH2:10][CH:11]([CH2:24][OH:25])[CH2:12][CH2:13][N:14]1[CH:21]=[C:20]([CH:22]([N:26]=[N+:27]=[N-:28])[CH2:23][Cl:1])[C:18](=[O:19])[NH:17][C:15]1=[O:16], predict the reactants needed to synthesize it. The reactants are: [Cl:1]N1C(=O)CCC1=O.[OH:9][CH2:10][CH:11]([CH2:24][OH:25])[CH2:12][CH2:13][N:14]1[CH:21]=[C:20]([CH:22]=[CH2:23])[C:18](=[O:19])[NH:17][C:15]1=[O:16].[N-:26]=[N+:27]=[N-:28].[Na+].